Task: Predict the product of the given reaction.. Dataset: Forward reaction prediction with 1.9M reactions from USPTO patents (1976-2016) (1) The product is: [OH:1][CH:2]([CH2:3][N:4]1[C:12]2[CH2:11][CH2:10][N:9]([S:13]([CH3:16])(=[O:14])=[O:15])[CH2:8][C:7]=2[C:6]([C:17]2[CH:18]=[CH:19][C:20]([C:28]([F:29])([F:31])[F:30])=[C:21]([S:23][CH2:24][C:25](=[O:26])[N:55]3[CH2:50][CH2:49][CH2:54][CH2:53]3)[CH:22]=2)=[N:5]1)[CH2:32][N:33]1[CH2:34][CH2:35][CH:36]([N:39]2[CH2:43][CH2:42][CH2:41][C:40]2=[O:44])[CH2:37][CH2:38]1. Given the reactants [OH:1][CH:2]([CH2:32][N:33]1[CH2:38][CH2:37][CH:36]([N:39]2[CH2:43][CH2:42][CH2:41][C:40]2=[O:44])[CH2:35][CH2:34]1)[CH2:3][N:4]1[C:12]2[CH2:11][CH2:10][N:9]([S:13]([CH3:16])(=[O:15])=[O:14])[CH2:8][C:7]=2[C:6]([C:17]2[CH:18]=[CH:19][C:20]([C:28]([F:31])([F:30])[F:29])=[C:21]([S:23][CH2:24][C:25](O)=[O:26])[CH:22]=2)=[N:5]1.C(Cl)CCl.[CH:49]1[CH:50]=CC2N(O)N=[N:55][C:53]=2[CH:54]=1.N1CCCC1, predict the reaction product. (2) Given the reactants [C:1]([N:4]1[CH2:9][CH2:8][C:7]2([CH2:18][C:17](=O)[C:16]3[C:11](=[CH:12][CH:13]=[C:14]([C:20]4[CH:21]=[C:22]([CH:25]=[CH:26][CH:27]=4)[C:23]#[N:24])[CH:15]=3)[O:10]2)[CH2:6][CH2:5]1)(=[O:3])[CH3:2].C[Si]([N:32]=[C:33]=[N:34][Si](C)(C)C)(C)C, predict the reaction product. The product is: [C:1]([N:4]1[CH2:9][CH2:8][C:7]2([CH2:18][C:17](=[N:34][C:33]#[N:32])[C:16]3[C:11](=[CH:12][CH:13]=[C:14]([C:20]4[CH:27]=[CH:26][CH:25]=[C:22]([C:23]#[N:24])[CH:21]=4)[CH:15]=3)[O:10]2)[CH2:6][CH2:5]1)(=[O:3])[CH3:2]. (3) Given the reactants [C:1]([C:3]1[CH:8]=[CH:7][C:6]([NH:9][C:10](=[O:20])[C:11]2[CH:16]=[CH:15][C:14]([CH3:17])=[C:13]([C:18]#[CH:19])[CH:12]=2)=[CH:5][C:4]=1[C:21]([F:24])([F:23])[F:22])#[N:2], predict the reaction product. The product is: [NH2:2][CH2:1][C:3]1[CH:8]=[CH:7][C:6]([NH:9][C:10](=[O:20])[C:11]2[CH:16]=[CH:15][C:14]([CH3:17])=[C:13]([C:18]#[CH:19])[CH:12]=2)=[CH:5][C:4]=1[C:21]([F:22])([F:23])[F:24].